Dataset: Full USPTO retrosynthesis dataset with 1.9M reactions from patents (1976-2016). Task: Predict the reactants needed to synthesize the given product. (1) The reactants are: [CH:1]1[C:13]2[CH:12]([CH2:14][O:15][C:16]([NH:18][C:19]3[CH:24]=[CH:23][C:22]([S:25][C:26]4[CH:34]=[CH:33][C:29]([C:30](O)=[O:31])=[CH:28][C:27]=4[N+:35]([O-:37])=[O:36])=[CH:21][CH:20]=3)=[O:17])[C:11]3[C:6](=[CH:7][CH:8]=[CH:9][CH:10]=3)[C:5]=2[CH:4]=[CH:3][CH:2]=1.C(Cl)(=O)C([Cl:41])=O. Given the product [CH:1]1[C:13]2[CH:12]([CH2:14][O:15][C:16](=[O:17])[NH:18][C:19]3[CH:24]=[CH:23][C:22]([S:25][C:26]4[CH:34]=[CH:33][C:29]([C:30]([Cl:41])=[O:31])=[CH:28][C:27]=4[N+:35]([O-:37])=[O:36])=[CH:21][CH:20]=3)[C:11]3[C:6](=[CH:7][CH:8]=[CH:9][CH:10]=3)[C:5]=2[CH:4]=[CH:3][CH:2]=1, predict the reactants needed to synthesize it. (2) Given the product [CH3:10][O:11][C:12](=[O:37])[C:13]1[CH:18]=[CH:17][CH:16]=[C:15]([CH2:19][N:20]2[C:31]3[C:36](=[CH:35][CH:34]=[CH:33][CH:32]=3)/[C:22](=[C:23](\[C:6]3[CH:5]=[CH:4][C:3]([F:9])=[C:2]([Cl:1])[CH:7]=3)/[C:24]3[CH:25]=[CH:26][CH:27]=[CH:28][CH:29]=3)/[C:21]2=[O:30])[CH:14]=1, predict the reactants needed to synthesize it. The reactants are: [Cl:1][C:2]1[CH:7]=[C:6](I)[CH:5]=[CH:4][C:3]=1[F:9].[CH3:10][O:11][C:12](=[O:37])[C:13]1[CH:18]=[CH:17][CH:16]=[C:15]([CH2:19][N:20]([C:31]2[CH:36]=[CH:35][CH:34]=[CH:33][CH:32]=2)[C:21](=[O:30])[C:22]#[C:23][C:24]2[CH:29]=[CH:28][CH:27]=[CH:26][CH:25]=2)[CH:14]=1. (3) The reactants are: [Na].[CH3:2][CH2:3][CH2:4][CH2:5][CH:6]([CH2:9][O:10][C:11]([CH2:13][CH:14]([S:26]([OH:29])(=[O:28])=[O:27])[C:15]([O:17][CH2:18][CH:19]([CH2:22][CH2:23][CH2:24][CH3:25])[CH2:20][CH3:21])=[O:16])=[O:12])[CH2:7][CH3:8].Cl.ClCCl.[CH:34]#[C:35][CH2:36][NH:37][C@H:38]1[C:42]2[CH:43]=[CH:44][CH:45]=[CH:46][C:41]=2[CH2:40][CH2:39]1. Given the product [CH:34]#[C:35][CH2:36][NH:37][C@H:38]1[C:42]2[CH:43]=[CH:44][CH:45]=[CH:46][C:41]=2[CH2:40][CH2:39]1.[CH3:2][CH2:3][CH2:4][CH2:5][CH:6]([CH2:9][O:10][C:11]([CH2:13][CH:14]([S:26]([OH:29])(=[O:28])=[O:27])[C:15]([O:17][CH2:18][CH:19]([CH2:22][CH2:23][CH2:24][CH3:25])[CH2:20][CH3:21])=[O:16])=[O:12])[CH2:7][CH3:8], predict the reactants needed to synthesize it. (4) Given the product [CH2:26]([N:28]1[C:34](=[O:35])[C:33]([CH3:37])([CH3:36])[C:32](=[O:38])[N:31]([CH3:39])[C:30]2[CH:40]=[C:41]([O:44][CH2:45][CH2:46][CH2:47][N:48]([CH2:62][CH2:63][N:64]3[CH:73]=[CH:72][C:71]4[C:66](=[CH:67][C:68]([CH3:74])=[CH:69][CH:70]=4)[C:65]3=[O:75])[S:49]([C:52]3[CH:57]=[CH:56][CH:55]=[CH:54][C:53]=3[N+:58]([O-:60])=[O:59])(=[O:51])=[O:50])[CH:42]=[CH:43][C:29]1=2)[CH3:27], predict the reactants needed to synthesize it. The reactants are: CN(C)C(N=NC(N(C)C)=O)=O.C(P(CCCC)CCCC)CCC.[CH2:26]([N:28]1[C:34](=[O:35])[C:33]([CH3:37])([CH3:36])[C:32](=[O:38])[N:31]([CH3:39])[C:30]2[CH:40]=[C:41]([O:44][CH2:45][CH2:46][CH2:47][NH:48][S:49]([C:52]3[CH:57]=[CH:56][CH:55]=[CH:54][C:53]=3[N+:58]([O-:60])=[O:59])(=[O:51])=[O:50])[CH:42]=[CH:43][C:29]1=2)[CH3:27].O[CH2:62][CH2:63][N:64]1[CH:73]=[CH:72][C:71]2[C:66](=[CH:67][C:68]([CH3:74])=[CH:69][CH:70]=2)[C:65]1=[O:75]. (5) Given the product [C:23]([O:27][C:28](=[O:29])[NH:30][CH:31]1[CH2:35][CH2:34][N:33]([C:6]2[N:5]([CH2:4][C:3]3[CH:19]=[CH:20][CH:21]=[CH:22][C:2]=3[Br:1])[C:13]3[C:12](=[O:14])[N:11]([CH3:15])[C:10](=[O:16])[N:9]([CH3:17])[C:8]=3[N:7]=2)[CH2:32]1)([CH3:26])([CH3:24])[CH3:25], predict the reactants needed to synthesize it. The reactants are: [Br:1][C:2]1[CH:22]=[CH:21][CH:20]=[CH:19][C:3]=1[CH2:4][N:5]1[C:13]2[C:12](=[O:14])[N:11]([CH3:15])[C:10](=[O:16])[N:9]([CH3:17])[C:8]=2[N:7]=[C:6]1Cl.[C:23]([O:27][C:28]([NH:30][C@@H:31]1[CH2:35][CH2:34][NH:33][CH2:32]1)=[O:29])([CH3:26])([CH3:25])[CH3:24]. (6) Given the product [Br:15][C:16]1[CH:17]=[C:18]([C:22]2([C:2]3[CH:7]=[CH:6][C:5]([O:8][CH3:9])=[CH:4][CH:3]=3)[C:30]3[C:31](=[CH:32][CH:33]=[CH:34][CH:35]=3)[C:36]([NH2:37])=[N:23]2)[CH:19]=[CH:20][CH:21]=1, predict the reactants needed to synthesize it. The reactants are: Br[C:2]1[CH:7]=[CH:6][C:5]([O:8][CH3:9])=[CH:4][CH:3]=1.C([Li])CCC.[Br:15][C:16]1[CH:17]=[C:18]([C:22]([C:30]2[CH:35]=[CH:34][CH:33]=[CH:32][C:31]=2[C:36]#[N:37])=[N:23]S(C(C)(C)C)=O)[CH:19]=[CH:20][CH:21]=1. (7) The reactants are: [Br:1][C:2]1[C:3]([F:22])=[CH:4][C:5]2[O:11][CH2:10][CH2:9][N:8]3[C:12]([C:18](O)=[O:19])=[C:13]([C:15](=[O:17])[NH2:16])[N:14]=[C:7]3[C:6]=2[CH:21]=1.[O:23]1[CH2:27][CH2:26][CH:25]([NH2:28])[CH2:24]1. Given the product [Br:1][C:2]1[C:3]([F:22])=[CH:4][C:5]2[O:11][CH2:10][CH2:9][N:8]3[C:12]([C:18]([NH:28][CH:25]4[CH2:26][CH2:27][O:23][CH2:24]4)=[O:19])=[C:13]([C:15]([NH2:16])=[O:17])[N:14]=[C:7]3[C:6]=2[CH:21]=1, predict the reactants needed to synthesize it.